The task is: Predict the reactants needed to synthesize the given product.. This data is from Full USPTO retrosynthesis dataset with 1.9M reactions from patents (1976-2016). (1) Given the product [CH3:1][N:2]1[CH2:7][CH2:6][N:5]([C:8]([O:10][C@@H:11]2[N:20]([C:21]3[CH:22]=[CH:23][C:24]([Cl:27])=[CH:25][N:26]=3)[C:18](=[O:19])[C:13]3[N:14]=[CH:15][CH:16]=[N:17][C:12]2=3)=[O:9])[CH2:4][CH2:3]1.[S:28]([O-:32])([O-:31])(=[O:30])=[O:29], predict the reactants needed to synthesize it. The reactants are: [CH3:1][N:2]1[CH2:7][CH2:6][N:5]([C:8]([O:10][C@@H:11]2[N:20]([C:21]3[CH:22]=[CH:23][C:24]([Cl:27])=[CH:25][N:26]=3)[C:18](=[O:19])[C:13]3[N:14]=[CH:15][CH:16]=[N:17][C:12]2=3)=[O:9])[CH2:4][CH2:3]1.[S:28](=[O:32])(=[O:31])([OH:30])[OH:29].CN1CCN(C(OC2N(C3C=CC(Cl)=CN=3)C(=O)C3N=CC=NC2=3)=O)CC1. (2) The reactants are: [CH3:1][CH:2]([CH3:44])[CH:3]([NH:39][C:40](=[O:43])[O:41][CH3:42])[C:4](=[O:38])[N:5]1[CH2:9][CH2:8][CH2:7][C@H:6]1[C:10]1[NH:11][C:12]([C:15]2[CH:24]=[C:23]3[C:18]([C:19]4[CH:28]=[CH:27][C:26](B5OC(C)(C)C(C)(C)O5)=[CH:25][C:20]=4[CH2:21][O:22]3)=[CH:17][CH:16]=2)=[CH:13][N:14]=1.Br[C:46]1[CH:47]=[CH:48][C:49]2[N:53]=[C:52]([C@@H:54]3[C@@H:59]4[CH2:60][C@@H:56]([CH2:57][CH2:58]4)[N:55]3[C:61]([O:63][C:64]([CH3:67])([CH3:66])[CH3:65])=[O:62])[NH:51][C:50]=2[CH:68]=1.C(=O)([O-])[O-].[K+].[K+]. Given the product [C:64]([O:63][C:61]([N:55]1[CH:54]([C:52]2[NH:53][C:49]3[CH:48]=[C:47]([C:26]4[CH:27]=[CH:28][C:19]5[C:18]6[C:23](=[CH:24][C:15]([C:12]7[NH:11][C:10]([C@@H:6]8[CH2:7][CH2:8][CH2:9][N:5]8[C:4](=[O:38])[C@@H:3]([NH:39][C:40]([O:41][CH3:42])=[O:43])[CH:2]([CH3:1])[CH3:44])=[N:14][CH:13]=7)=[CH:16][CH:17]=6)[O:22][CH2:21][C:20]=5[CH:25]=4)[CH:46]=[CH:68][C:50]=3[N:51]=2)[C@@H:59]2[CH2:60][CH:56]1[CH2:57][CH2:58]2)=[O:62])([CH3:67])([CH3:65])[CH3:66].[CH3:42][O:41][C:40]([NH:39][C@@H:3]([CH:2]([CH3:44])[CH3:1])[C:4]([N:5]1[CH2:9][CH2:8][CH2:7][C@H:6]1[C:10]1[NH:11][C:12]([C:15]2[CH:24]=[C:23]3[C:18]([C:19]4[CH:28]=[CH:27][C:26]([C:47]5[CH:46]=[CH:68][C:50]6[N:51]=[C:52]([CH:54]7[CH:59]8[CH2:60][CH:56]([CH2:57][CH2:58]8)[N:55]7[C:61]([O:63][C:64]([CH3:66])([CH3:65])[CH3:67])=[O:62])[NH:53][C:49]=6[CH:48]=5)=[CH:25][C:20]=4[CH2:21][O:22]3)=[CH:17][CH:16]=2)=[CH:13][N:14]=1)=[O:38])=[O:43], predict the reactants needed to synthesize it. (3) Given the product [Br:1][C:2]1[CH:10]=[C:9]([F:11])[CH:8]=[C:7]([CH3:12])[C:3]=1[C:4]([OH:14])=[O:5], predict the reactants needed to synthesize it. The reactants are: [Br:1][C:2]1[CH:10]=[C:9]([F:11])[CH:8]=[C:7]([CH3:12])[C:3]=1[C:4](N)=[O:5].N([O-])=[O:14].[Na+].[N+]([O-])=O.O. (4) Given the product [OH:44][C@@:43]([C:38]1[CH:37]=[CH:36][C:35]2[C:40](=[CH:41][CH:42]=[C:33]([C:31]([NH:30][CH3:29])=[O:32])[CH:34]=2)[CH:39]=1)([C:45]1[N:46]=[CH:47][N:48]([C:50]([C:51]2[CH:56]=[CH:55][CH:54]=[CH:53][CH:52]=2)([C:57]2[CH:58]=[CH:59][CH:60]=[CH:61][CH:62]=2)[C:63]2[CH:68]=[CH:67][CH:66]=[CH:65][CH:64]=2)[CH:49]=1)[CH2:73][C:72]([O:22][CH2:11][CH3:12])=[O:71], predict the reactants needed to synthesize it. The reactants are: C=C[C@@H]1[C@@H]2C[C@H]([C@@H:11]([OH:22])[C:12]3C=CN=C4C=CC=CC=34)N(CC2)C1.N1C=CC=CC=1.[CH3:29][NH:30][C:31]([C:33]1[CH:42]=[CH:41][C:40]2[C:35](=[CH:36][CH:37]=[C:38]([C:43]([C:45]3[N:46]=[CH:47][N:48]([C:50]([C:63]4[CH:68]=[CH:67][CH:66]=[CH:65][CH:64]=4)([C:57]4[CH:62]=[CH:61][CH:60]=[CH:59][CH:58]=4)[C:51]4[CH:56]=[CH:55][CH:54]=[CH:53][CH:52]=4)[CH:49]=3)=[O:44])[CH:39]=2)[CH:34]=1)=[O:32].Cl.C[O:71][CH:72]1CCC[CH2:73]1. (5) Given the product [CH3:12][O:6][CH:5]([O:26][CH3:23])[C:4]1[CH:7]=[CH:8][C:9]([F:10])=[C:2]([Br:1])[CH:3]=1, predict the reactants needed to synthesize it. The reactants are: [Br:1][C:2]1[CH:3]=[C:4]([CH:7]=[CH:8][C:9]=1[F:10])[CH:5]=[O:6].O.[C:12]1(C)C=CC(S(O)(=O)=O)=CC=1.[C:23](=[O:26])([O-])O.[Na+]. (6) Given the product [N+:1]([C:4]1[CH:10]=[CH:9][CH:8]=[CH:7][C:5]=1[NH:6][S:17]([C:14]1[CH:15]=[CH:16][C:11]([CH3:21])=[CH:12][CH:13]=1)(=[O:19])=[O:18])([O-:3])=[O:2], predict the reactants needed to synthesize it. The reactants are: [N+:1]([C:4]1[CH:10]=[CH:9][CH:8]=[CH:7][C:5]=1[NH2:6])([O-:3])=[O:2].[C:11]1([CH3:21])[CH:16]=[CH:15][C:14]([S:17](Cl)(=[O:19])=[O:18])=[CH:13][CH:12]=1.O.